Dataset: Reaction yield outcomes from USPTO patents with 853,638 reactions. Task: Predict the reaction yield, written as a fraction of the theoretical maximum amount of product (1.0 means a 100% yield; for example, 0.34 means a 34% yield). (1) The reactants are [C:1]1([C:7]2[O:11][N:10]=[C:9]([C:12]3[O:16][N:15]=[C:14]4[C:17]5[C:22]([CH2:23][CH2:24][C:13]=34)=[CH:21][C:20](C=O)=[CH:19][CH:18]=5)[C:8]=2[C:27]([F:30])([F:29])[F:28])[CH:6]=[CH:5][CH:4]=[CH:3][CH:2]=1.[CH2:31]([CH2:33][NH2:34])[OH:32].[C:35](O[BH-](OC(=O)C)OC(=O)C)(=O)C.[Na+].C([BH3-])#N.[Na+]. The catalyst is O.ClCCCl. The product is [C:1]1([C:7]2[O:11][N:10]=[C:9]([C:12]3[O:16][N:15]=[C:14]4[C:17]5[C:22]([CH2:23][CH2:24][C:13]=34)=[CH:21][C:20]([CH2:35][NH:34][CH2:33][CH2:31][OH:32])=[CH:19][CH:18]=5)[C:8]=2[C:27]([F:29])([F:28])[F:30])[CH:6]=[CH:5][CH:4]=[CH:3][CH:2]=1. The yield is 0.618. (2) The reactants are [CH:1]1([C@@H:7]([NH:9][C:10]([C:12]2[C:21]3[C:16](=[CH:17][CH:18]=[CH:19][CH:20]=3)[N:15]=[C:14]([C:22]3[CH:27]=[CH:26][CH:25]=[CH:24][CH:23]=3)[C:13]=2[CH2:28]Br)=[O:11])[CH3:8])[CH2:6][CH2:5][CH2:4][CH2:3][CH2:2]1.[NH:30]1[CH2:35][CH2:34][NH:33][CH2:32][C:31]1=[O:36].C(N(C(C)C)C(C)C)C. The catalyst is C1COCC1. The product is [CH:1]1([C@@H:7]([NH:9][C:10]([C:12]2[C:21]3[C:16](=[CH:17][CH:18]=[CH:19][CH:20]=3)[N:15]=[C:14]([C:22]3[CH:27]=[CH:26][CH:25]=[CH:24][CH:23]=3)[C:13]=2[CH2:28][N:33]2[CH2:34][CH2:35][NH:30][C:31](=[O:36])[CH2:32]2)=[O:11])[CH3:8])[CH2:6][CH2:5][CH2:4][CH2:3][CH2:2]1. The yield is 0.600.